From a dataset of Catalyst prediction with 721,799 reactions and 888 catalyst types from USPTO. Predict which catalyst facilitates the given reaction. Reactant: [H-].[Al+3].[Li+].[H-].[H-].[H-].[Cl-].[Al+3].[Cl-].[Cl-].[CH3:11][O:12][C:13]1[CH:14]=[CH:15][C:16]([CH:23]2[CH2:32][CH2:31][C:30]3[C:25](=[CH:26][CH:27]=[C:28]([O:33][CH3:34])[CH:29]=3)[CH2:24]2)=[C:17]([NH:19][C:20](=O)[CH3:21])[CH:18]=1.N. Product: [CH2:20]([NH:19][C:17]1[CH:18]=[C:13]([O:12][CH3:11])[CH:14]=[CH:15][C:16]=1[CH:23]1[CH2:32][CH2:31][C:30]2[C:25](=[CH:26][CH:27]=[C:28]([O:33][CH3:34])[CH:29]=2)[CH2:24]1)[CH3:21]. The catalyst class is: 7.